Dataset: NCI-60 drug combinations with 297,098 pairs across 59 cell lines. Task: Regression. Given two drug SMILES strings and cell line genomic features, predict the synergy score measuring deviation from expected non-interaction effect. (1) Drug 1: CN(C)C1=NC(=NC(=N1)N(C)C)N(C)C. Drug 2: C1=NC2=C(N1)C(=S)N=C(N2)N. Cell line: NCI-H226. Synergy scores: CSS=10.4, Synergy_ZIP=-4.50, Synergy_Bliss=0.182, Synergy_Loewe=-20.5, Synergy_HSA=-2.95. (2) Synergy scores: CSS=3.59, Synergy_ZIP=-2.37, Synergy_Bliss=-0.521, Synergy_Loewe=0.302, Synergy_HSA=0.533. Cell line: IGROV1. Drug 1: C(=O)(N)NO. Drug 2: C(CC(=O)O)C(=O)CN.Cl. (3) Drug 1: CCCCC(=O)OCC(=O)C1(CC(C2=C(C1)C(=C3C(=C2O)C(=O)C4=C(C3=O)C=CC=C4OC)O)OC5CC(C(C(O5)C)O)NC(=O)C(F)(F)F)O. Drug 2: COCCOC1=C(C=C2C(=C1)C(=NC=N2)NC3=CC=CC(=C3)C#C)OCCOC.Cl. Cell line: HS 578T. Synergy scores: CSS=45.1, Synergy_ZIP=4.73, Synergy_Bliss=4.15, Synergy_Loewe=-0.845, Synergy_HSA=4.58. (4) Drug 2: C1=CN(C=N1)CC(O)(P(=O)(O)O)P(=O)(O)O. Drug 1: COC1=CC(=CC(=C1O)OC)C2C3C(COC3=O)C(C4=CC5=C(C=C24)OCO5)OC6C(C(C7C(O6)COC(O7)C8=CC=CS8)O)O. Cell line: KM12. Synergy scores: CSS=18.6, Synergy_ZIP=-4.26, Synergy_Bliss=-5.41, Synergy_Loewe=-7.74, Synergy_HSA=1.29. (5) Drug 1: CNC(=O)C1=NC=CC(=C1)OC2=CC=C(C=C2)NC(=O)NC3=CC(=C(C=C3)Cl)C(F)(F)F. Drug 2: CN(C(=O)NC(C=O)C(C(C(CO)O)O)O)N=O. Cell line: PC-3. Synergy scores: CSS=4.25, Synergy_ZIP=-1.21, Synergy_Bliss=4.65, Synergy_Loewe=3.14, Synergy_HSA=3.29. (6) Drug 1: C1=NC2=C(N1)C(=S)N=C(N2)N. Drug 2: CC12CCC3C(C1CCC2OP(=O)(O)O)CCC4=C3C=CC(=C4)OC(=O)N(CCCl)CCCl.[Na+]. Cell line: SR. Synergy scores: CSS=52.6, Synergy_ZIP=-1.43, Synergy_Bliss=-2.83, Synergy_Loewe=-14.5, Synergy_HSA=0.249. (7) Drug 1: CC(C)(C1=NC(=CC=C1)N2C3=NC(=NC=C3C(=O)N2CC=C)NC4=CC=C(C=C4)N5CCN(CC5)C)O. Drug 2: C1CCC(C(C1)[NH-])[NH-].C(=O)(C(=O)[O-])[O-].[Pt+4]. Cell line: T-47D. Synergy scores: CSS=12.9, Synergy_ZIP=-9.72, Synergy_Bliss=-9.26, Synergy_Loewe=-6.90, Synergy_HSA=-6.29.